Dataset: Forward reaction prediction with 1.9M reactions from USPTO patents (1976-2016). Task: Predict the product of the given reaction. (1) Given the reactants C([Li])CCC.[N:6]1([C:10]2[CH:15]=[CH:14][CH:13]=[C:12](Br)[N:11]=2)[CH2:9][CH2:8][CH2:7]1.CN(C)[CH:19]=[O:20], predict the reaction product. The product is: [N:6]1([C:10]2[N:11]=[C:12]([CH:19]=[O:20])[CH:13]=[CH:14][CH:15]=2)[CH2:9][CH2:8][CH2:7]1. (2) Given the reactants [CH3:1][C@H:2]([C@@:10]([OH:25])([C:17]1[CH:18]=[CH:19][C:20]([F:24])=[CH:21][C:22]=1[F:23])[CH2:11][N:12]1[N:16]=[CH:15][N:14]=[CH:13]1)[C:3]1[N:8]=[CH:7][N:6]=[CH:5][C:4]=1[F:9].[C@@:26]12([CH2:36][S:37]([OH:40])(=[O:39])=[O:38])[C:33]([CH3:35])([CH3:34])[CH:30]([CH2:31][CH2:32]1)[CH2:29][C:27]2=[O:28], predict the reaction product. The product is: [CH3:1][C@H:2]([C@@:10]([OH:25])([C:17]1[CH:18]=[CH:19][C:20]([F:24])=[CH:21][C:22]=1[F:23])[CH2:11][N:12]1[N:16]=[CH:15][N:14]=[CH:13]1)[C:3]1[N:8]=[CH:7][N:6]=[CH:5][C:4]=1[F:9].[C@@:26]12([CH2:36][S:37]([O-:40])(=[O:38])=[O:39])[C:33]([CH3:35])([CH3:34])[CH:30]([CH2:31][CH2:32]1)[CH2:29][C:27]2=[O:28]. (3) The product is: [Cl:12][C:13]1[CH:18]=[CH:17][C:16]([CH:19]([C:38]2[C:37]3[C:41](=[C:33]([CH2:32][S:29]([CH3:28])(=[O:31])=[O:30])[CH:34]=[CH:35][CH:36]=3)[NH:40][CH:39]=2)[CH:20]2[CH2:22][CH:21]2[C:23]#[N:24])=[C:15]([O:26][CH3:27])[CH:14]=1. Given the reactants [Cl-].[In+3].[Cl-].[Cl-].FC(F)(F)C(O)=O.[Cl:12][C:13]1[CH:18]=[CH:17][C:16]([CH:19](O)[CH:20]2[CH2:22][CH:21]2[C:23]#[N:24])=[C:15]([O:26][CH3:27])[CH:14]=1.[CH3:28][S:29]([CH2:32][C:33]1[CH:34]=[CH:35][CH:36]=[C:37]2[C:41]=1[NH:40][CH:39]=[CH:38]2)(=[O:31])=[O:30].[Cl-].[NH4+], predict the reaction product. (4) Given the reactants [F:1][C:2]([F:17])([F:16])[C:3]1[CH:8]=[CH:7][CH:6]=[CH:5][C:4]=1[C:9]1[N:14]=[N:13][C:12]([NH2:15])=[CH:11][CH:10]=1.C([O-])(O)=O.[Na+].[Br:23]Br, predict the reaction product. The product is: [Br:23][C:11]1[CH:10]=[C:9]([C:4]2[CH:5]=[CH:6][CH:7]=[CH:8][C:3]=2[C:2]([F:16])([F:1])[F:17])[N:14]=[N:13][C:12]=1[NH2:15]. (5) Given the reactants [OH:1][C@@H:2]1[C:10]2[C:5](=[CH:6][CH:7]=[CH:8][CH:9]=2)[CH2:4][C@@:3]1([CH2:20][C:21]1[CH:32]=[CH:31][C:24]([C:25]([O:27][CH2:28][CH2:29][CH3:30])=[O:26])=[CH:23][CH:22]=1)[C:11]1[CH2:12][C:13]2[C:18]([CH:19]=1)=[CH:17][CH:16]=[CH:15][CH:14]=2.C1CCC(N=C=NC2CCCCC2)CC1.C([NH:65][C@H:66]([C:71](O)=[O:72])[CH2:67][CH:68]([CH3:70])[CH3:69])(OCC1C2C(=CC=CC=2)C2C1=CC=CC=2)=O, predict the reaction product. The product is: [NH2:65][C@@H:66]([CH2:67][CH:68]([CH3:70])[CH3:69])[C:71]([O:1][C@@H:2]1[C:10]2[C:5](=[CH:6][CH:7]=[CH:8][CH:9]=2)[CH2:4][C@@:3]1([CH2:20][C:21]1[CH:32]=[CH:31][C:24]([C:25]([O:27][CH2:28][CH2:29][CH3:30])=[O:26])=[CH:23][CH:22]=1)[C:11]1[CH2:12][C:13]2[C:18]([CH:19]=1)=[CH:17][CH:16]=[CH:15][CH:14]=2)=[O:72]. (6) Given the reactants [C:1]([C:3]1[CH:8]=[CH:7][C:6]([N:9]2[C@@H:13]([CH:14]3[CH2:18][CH2:17][CH2:16][CH2:15]3)[CH2:12][C:11]([C:19]3[CH:27]=[CH:26][C:22]([C:23]([OH:25])=O)=[C:21]([O:28][CH3:29])[N:20]=3)=[N:10]2)=[CH:5][C:4]=1[CH3:30])#[N:2].[NH2:31][C:32]1[NH:36][N:35]=[N:34][N:33]=1, predict the reaction product. The product is: [C:1]([C:3]1[CH:8]=[CH:7][C:6]([N:9]2[C@@H:13]([CH:14]3[CH2:18][CH2:17][CH2:16][CH2:15]3)[CH2:12][C:11]([C:19]3[CH:27]=[CH:26][C:22]([C:23]([NH:31][C:32]4[NH:36][N:35]=[N:34][N:33]=4)=[O:25])=[C:21]([O:28][CH3:29])[N:20]=3)=[N:10]2)=[CH:5][C:4]=1[CH3:30])#[N:2]. (7) Given the reactants Br[C:2]1[C:10]2[C:9]([NH:11][C@H:12]([C:14]3[N:19]([C:20]4[CH:25]=[CH:24][CH:23]=[CH:22][CH:21]=4)[C:18](=[O:26])[C:17]4=[C:27]([CH3:30])[CH:28]=[CH:29][N:16]4[N:15]=3)[CH3:13])=[N:8][CH:7]=[N:6][C:5]=2[N:4]([CH2:31][O:32][CH2:33][CH2:34][Si:35]([CH3:38])([CH3:37])[CH3:36])[CH:3]=1.[CH3:39][O:40][C:41]1[CH:42]=[C:43]([CH:45]=[C:46](B2OC(C)(C)C(C)(C)O2)[CH:47]=1)[NH2:44].C(=O)([O-])[O-].[Na+].[Na+], predict the reaction product. The product is: [NH2:44][C:43]1[CH:45]=[C:46]([C:2]2[C:10]3[C:9]([NH:11][C@H:12]([C:14]4[N:19]([C:20]5[CH:25]=[CH:24][CH:23]=[CH:22][CH:21]=5)[C:18](=[O:26])[C:17]5=[C:27]([CH3:30])[CH:28]=[CH:29][N:16]5[N:15]=4)[CH3:13])=[N:8][CH:7]=[N:6][C:5]=3[N:4]([CH2:31][O:32][CH2:33][CH2:34][Si:35]([CH3:38])([CH3:37])[CH3:36])[CH:3]=2)[CH:47]=[C:41]([O:40][CH3:39])[CH:42]=1. (8) The product is: [CH2:1]([S:14][C:13]1[N:9]=[N:10][NH:11][CH:12]=1)[C:2]1[CH:7]=[CH:6][CH:5]=[CH:4][CH:3]=1. Given the reactants [CH2:1](Br)[C:2]1[CH:7]=[CH:6][CH:5]=[CH:4][CH:3]=1.[NH:9]1[C:13]([S-:14])=[CH:12][N:11]=[N:10]1.[Na+], predict the reaction product. (9) Given the reactants [C:1]1([C@H:7](O)[CH2:8][CH2:9][C:10]2[CH:15]=[CH:14][CH:13]=[CH:12][CH:11]=2)[CH:6]=[CH:5][CH:4]=[CH:3][CH:2]=1.C1(C([OH:32])CCC2C=CC=CC=2)C=CC=CC=1.CC(C)=O.OS(O)(=O)=O.O=[Cr](=O)=O, predict the reaction product. The product is: [C:1]1([CH2:7][C:8](=[O:32])[CH2:9][C:10]2[CH:15]=[CH:14][CH:13]=[CH:12][CH:11]=2)[CH:6]=[CH:5][CH:4]=[CH:3][CH:2]=1. (10) The product is: [CH2:1]([P:3]([CH:10]([C:14]1[CH:19]=[CH:18][CH:17]=[CH:16][CH:15]=1)[CH2:11][CH2:12][OH:13])(=[O:4])[OH:9])[CH3:2]. Given the reactants [CH2:1]([P:3]([CH:10]([C:14]1[CH:19]=[CH:18][CH:17]=[CH:16][CH:15]=1)[CH2:11][CH:12]=[O:13])(=[O:9])[O:4]CCCC)[CH3:2].O, predict the reaction product.